Dataset: Forward reaction prediction with 1.9M reactions from USPTO patents (1976-2016). Task: Predict the product of the given reaction. (1) Given the reactants [CH3:1][C:2]([CH3:24])([CH3:23])[CH2:3][CH2:4]/[N:5]=[CH:6]/[C:7]1[CH:12]=[CH:11][CH:10]=[C:9]([F:13])[C:8]=1[NH:14][CH2:15][CH2:16][N:17]1[CH2:22][CH2:21][CH2:20][CH2:19][CH2:18]1.[SH:25][C@@H:26]([CH2:30][C:31]([OH:33])=[O:32])[C:27](O)=[O:28], predict the reaction product. The product is: [N:17]1([CH2:16][CH2:15][NH:14][C:8]2[C:9]([F:13])=[CH:10][CH:11]=[CH:12][C:7]=2[CH:6]2[N:5]([CH2:4][CH2:3][C:2]([CH3:24])([CH3:23])[CH3:1])[C:27](=[O:28])[C@H:26]([CH2:30][C:31]([OH:33])=[O:32])[S:25]2)[CH2:22][CH2:21][CH2:20][CH2:19][CH2:18]1. (2) Given the reactants B.C1COCC1.[Cl:7][C:8]1[CH:13]=[CH:12][C:11]([N:14]2[C:29](=O)[C:23]3([CH2:25][CH:24]3[C:26]([O-])=[O:27])[C:18]3=[N:19][N:20]=[C:21]([CH3:22])[N:17]3[C:16]3[CH:31]=[CH:32][CH:33]=[CH:34][C:15]2=3)=[CH:10][CH:9]=1, predict the reaction product. The product is: [Cl:7][C:8]1[CH:9]=[CH:10][C:11]([N:14]2[CH2:29][C:23]3([CH2:25][CH:24]3[CH2:26][OH:27])[C:18]3=[N:19][N:20]=[C:21]([CH3:22])[N:17]3[C:16]3[CH:31]=[CH:32][CH:33]=[CH:34][C:15]2=3)=[CH:12][CH:13]=1. (3) Given the reactants CN(C)CCN(C)C.[Li]C(CC)C.C1CCCCC1.C(N(CC)[C:23](=[O:32])[C:24]1[CH:29]=[CH:28][C:27]([CH2:30][OH:31])=[CH:26][CH:25]=1)C.[CH:35](=[O:42])[C:36]1[CH:41]=[CH:40][CH:39]=[CH:38][CH:37]=1.Cl, predict the reaction product. The product is: [OH:31][CH2:30][C:27]1[CH:28]=[C:29]2[C:24](=[CH:25][CH:26]=1)[C:23](=[O:32])[O:42][CH:35]2[C:36]1[CH:41]=[CH:40][CH:39]=[CH:38][CH:37]=1. (4) Given the reactants C([Si](C)(C)[O:6][CH2:7][CH2:8][CH2:9][N:10]1[CH:15]=[C:14]([C:16]([F:19])([F:18])[F:17])[C:13](=[O:20])[NH:12][C:11]1=[O:21])(C)(C)C.C(O)(C(F)(F)F)=O, predict the reaction product. The product is: [OH:6][CH2:7][CH2:8][CH2:9][N:10]1[CH:15]=[C:14]([C:16]([F:17])([F:18])[F:19])[C:13](=[O:20])[NH:12][C:11]1=[O:21]. (5) Given the reactants [F:1][C:2]1[CH:3]=[C:4]([CH:7]=[CH:8][C:9]=1C)[CH:5]=O.[Cl-].[Ca+2].[Cl-].[CH2:14]([CH2:16][NH2:17])[OH:15].C1(C)C=CC(S([CH:27]([N+:38]#[C-:39])[C:28]2[CH:33]=[C:32]([O:34][CH3:35])[CH:31]=[C:30]([O:36][CH3:37])[CH:29]=2)(=O)=O)=CC=1.C(N)(C)(C)C.C1C[O:49][CH2:48]C1, predict the reaction product. The product is: [OH:15][CH2:14][CH2:16][N:17]1[C:5]([C:4]2[CH:7]=[CH:8][C:9]([O:49][CH3:48])=[C:2]([F:1])[CH:3]=2)=[C:27]([C:28]2[CH:29]=[C:30]([O:36][CH3:37])[CH:31]=[C:32]([O:34][CH3:35])[CH:33]=2)[N:38]=[CH:39]1. (6) Given the reactants Br[C:2]1[C:11]2[C:6](=[CH:7][CH:8]=[C:9]([C:12]#[N:13])[CH:10]=2)[N:5]=[CH:4][CH:3]=1.C(OC(=O)[NH:20][CH:21]1[CH2:26][CH2:25][NH:24][CH2:23][CH2:22]1)(C)(C)C, predict the reaction product. The product is: [NH2:20][CH:21]1[CH2:26][CH2:25][N:24]([C:2]2[C:11]3[C:6](=[CH:7][CH:8]=[C:9]([C:12]#[N:13])[CH:10]=3)[N:5]=[CH:4][CH:3]=2)[CH2:23][CH2:22]1. (7) Given the reactants [NH:1]1[C:9]2[C:4](=[CH:5][CH:6]=[CH:7][CH:8]=2)[CH:3]([C:10](OCC)=[O:11])[CH2:2]1.[H-].[Al+3].[Li+].[H-].[H-].[H-].O, predict the reaction product. The product is: [NH:1]1[C:9]2[C:4](=[CH:5][CH:6]=[CH:7][CH:8]=2)[CH:3]([CH2:10][OH:11])[CH2:2]1.